From a dataset of Full USPTO retrosynthesis dataset with 1.9M reactions from patents (1976-2016). Predict the reactants needed to synthesize the given product. Given the product [CH2:11]([O:9][C:8]([C:3]1[C:2]([CH3:1])=[N:7][CH:6]=[CH:5][N:4]=1)=[O:10])[CH3:12], predict the reactants needed to synthesize it. The reactants are: [CH3:1][C:2]1[C:3]([C:8]([OH:10])=[O:9])=[N:4][CH:5]=[CH:6][N:7]=1.[C:11](Cl)(=O)[C:12](Cl)=O.